From a dataset of Reaction yield outcomes from USPTO patents with 853,638 reactions. Predict the reaction yield, written as a fraction of the theoretical maximum amount of product (1.0 means a 100% yield; for example, 0.34 means a 34% yield). (1) The reactants are [O:1]([C:8]1[CH:9]=[C:10]([N:14]([CH2:22][C:23]2[CH:24]=[C:25]([CH:30]=[CH:31][CH:32]=2)[C:26](OC)=[O:27])[CH2:15][CH:16]([OH:21])[C:17]([F:20])([F:19])[F:18])[CH:11]=[CH:12][CH:13]=1)[C:2]1[CH:7]=[CH:6][CH:5]=[CH:4][CH:3]=1.[H-].[Al+3].[Li+].[H-].[H-].[H-].C1COCC1. The catalyst is ClCCl.C(OCC)(=O)C. The product is [O:1]([C:8]1[CH:9]=[C:10]([N:14]([CH2:22][C:23]2[CH:24]=[C:25]([CH2:26][OH:27])[CH:30]=[CH:31][CH:32]=2)[CH2:15][CH:16]([OH:21])[C:17]([F:18])([F:19])[F:20])[CH:11]=[CH:12][CH:13]=1)[C:2]1[CH:7]=[CH:6][CH:5]=[CH:4][CH:3]=1. The yield is 0.540. (2) The catalyst is C(Cl)(Cl)Cl. The yield is 0.900. The product is [NH2:1][C:2]1[S:3][C:4]([Br:12])=[C:5]([C:7]2[O:8][CH:9]=[CH:10][CH:11]=2)[N:6]=1. The reactants are [NH2:1][C:2]1[S:3][CH:4]=[C:5]([C:7]2[O:8][CH:9]=[CH:10][CH:11]=2)[N:6]=1.[Br:12]N1C(=O)CCC1=O.O. (3) The reactants are [CH2:1]([O:3][CH:4]([O:32][CH2:33][CH3:34])[CH2:5][N:6]1[C:14]2[C:9](=[CH:10][CH:11]=[CH:12][CH:13]=2)[C:8]([CH2:27][C:28](O)=[O:29])([NH:15][C:16]([NH:18][C:19]2[CH:24]=[CH:23][C:22]([CH2:25][OH:26])=[CH:21][CH:20]=2)=[O:17])[C:7]1=[O:31])[CH3:2].Cl.C(N=C=NCCCN(C)C)C.[NH2:47][C:48]1[CH:53]=[CH:52][C:51]([CH3:54])=[CH:50][CH:49]=1. The catalyst is ClCCl.C(OCC)(=O)C. The product is [CH2:1]([O:3][CH:4]([O:32][CH2:33][CH3:34])[CH2:5][N:6]1[C:14]2[C:9](=[CH:10][CH:11]=[CH:12][CH:13]=2)[C:8]([NH:15][C:16]([NH:18][C:19]2[CH:24]=[CH:23][C:22]([CH2:25][OH:26])=[CH:21][CH:20]=2)=[O:17])([CH2:27][C:28]([NH:47][C:48]2[CH:53]=[CH:52][C:51]([CH3:54])=[CH:50][CH:49]=2)=[O:29])[C:7]1=[O:31])[CH3:2]. The yield is 0.800.